This data is from Experimentally validated miRNA-target interactions with 360,000+ pairs, plus equal number of negative samples. The task is: Binary Classification. Given a miRNA mature sequence and a target amino acid sequence, predict their likelihood of interaction. (1) The miRNA is hsa-miR-193b-3p with sequence AACUGGCCCUCAAAGUCCCGCU. The protein sequence of the target gene is MSDEFSLADALPEHSPAKTSAVSNTKPGQPPQGWPGSNPWNNPSAPSSVPSGLPPSATPSTVPFGPAPTGMYPSVPPTGPPPGPPAPFPPSGPSCPPPGGPYPAPTVPGPGPTGPYPTPNMPFPELPRPYGAPTDPAAAGPLGPWGSMSSGPWAPGMGGQYPTPNMPYPSPGPYPAPPPPQAPGAAPPVPWGTVPPGAWGPPAPYPAPTGSYPTPGLYPTPSNPFQVPSGPSGAPPMPGGPHSYH. Result: 1 (interaction). (2) The miRNA is hsa-miR-331-3p with sequence GCCCCUGGGCCUAUCCUAGAA. The protein sequence of the target gene is MVAGMLGLREEKSEDQDLQGLKDKPLKFKKVKKDKKEEKEGKHEPVQPSAHHSAEPAEAGKAETSEGSGSAPAVPEASASPKQRRSIIRDRGPMYDDPTLPEGWTRKLKQRKSGRSAGKYDVYLINPQGKAFRSKVELIAYFEKVGDTSLDPNDFDFTVTGRGSPSRREQKPPKKPKSPKAPGTGRGRGRPKGSGTTRPKAATSEGVQVKRVLEKSPGKLLVKMPFQTSPGGKAEGGGATTSTQVMVIKRPGRKRKAEADPQAIPKKRGRKPGSVVAAAAAEAKKKAVKESSIRSVQETV.... Result: 1 (interaction).